From a dataset of Peptide-MHC class I binding affinity with 185,985 pairs from IEDB/IMGT. Regression. Given a peptide amino acid sequence and an MHC pseudo amino acid sequence, predict their binding affinity value. This is MHC class I binding data. (1) The peptide sequence is ISAEKTPIR. The MHC is HLA-A03:01 with pseudo-sequence HLA-A03:01. The binding affinity (normalized) is 0. (2) The peptide sequence is TLLPLTQYNR. The MHC is HLA-A33:01 with pseudo-sequence HLA-A33:01. The binding affinity (normalized) is 0.221.